The task is: Predict the product of the given reaction.. This data is from Forward reaction prediction with 1.9M reactions from USPTO patents (1976-2016). Given the reactants [Cl:1][C:2]1[CH:7]=[CH:6][C:5]([C:8]2[C:13]([O:14][CH2:15][C:16]([F:19])([F:18])[F:17])=[CH:12][N:11]=[C:10]([C:20](O)=[O:21])[CH:9]=2)=[CH:4][CH:3]=1.[CH:23]1([C:26]2[O:27][CH:28]=[C:29]([CH2:31][NH2:32])[N:30]=2)[CH2:25][CH2:24]1, predict the reaction product. The product is: [Cl:1][C:2]1[CH:3]=[CH:4][C:5]([C:8]2[C:13]([O:14][CH2:15][C:16]([F:18])([F:19])[F:17])=[CH:12][N:11]=[C:10]([C:20]([NH:32][CH2:31][C:29]3[N:30]=[C:26]([CH:23]4[CH2:25][CH2:24]4)[O:27][CH:28]=3)=[O:21])[CH:9]=2)=[CH:6][CH:7]=1.